This data is from NCI-60 drug combinations with 297,098 pairs across 59 cell lines. The task is: Regression. Given two drug SMILES strings and cell line genomic features, predict the synergy score measuring deviation from expected non-interaction effect. (1) Cell line: SK-OV-3. Drug 1: CCC1=CC2CC(C3=C(CN(C2)C1)C4=CC=CC=C4N3)(C5=C(C=C6C(=C5)C78CCN9C7C(C=CC9)(C(C(C8N6C)(C(=O)OC)O)OC(=O)C)CC)OC)C(=O)OC.C(C(C(=O)O)O)(C(=O)O)O. Synergy scores: CSS=48.7, Synergy_ZIP=0.0602, Synergy_Bliss=1.71, Synergy_Loewe=-19.9, Synergy_HSA=4.82. Drug 2: CC1OCC2C(O1)C(C(C(O2)OC3C4COC(=O)C4C(C5=CC6=C(C=C35)OCO6)C7=CC(=C(C(=C7)OC)O)OC)O)O. (2) Drug 1: CCC(=C(C1=CC=CC=C1)C2=CC=C(C=C2)OCCN(C)C)C3=CC=CC=C3.C(C(=O)O)C(CC(=O)O)(C(=O)O)O. Drug 2: C1=NC(=NC(=O)N1C2C(C(C(O2)CO)O)O)N. Cell line: M14. Synergy scores: CSS=2.29, Synergy_ZIP=1.40, Synergy_Bliss=-3.06, Synergy_Loewe=-19.2, Synergy_HSA=-10.9. (3) Drug 1: COC1=CC(=CC(=C1O)OC)C2C3C(COC3=O)C(C4=CC5=C(C=C24)OCO5)OC6C(C(C7C(O6)COC(O7)C8=CC=CS8)O)O. Drug 2: CCCCCOC(=O)NC1=NC(=O)N(C=C1F)C2C(C(C(O2)C)O)O. Cell line: U251. Synergy scores: CSS=49.6, Synergy_ZIP=7.51, Synergy_Bliss=6.61, Synergy_Loewe=-37.8, Synergy_HSA=7.71.